From a dataset of Forward reaction prediction with 1.9M reactions from USPTO patents (1976-2016). Predict the product of the given reaction. (1) The product is: [CH3:16][O:15][C:14]1[CH:13]=[C:12]2[C:20]([CH2:4][CH2:5][NH:6][CH2:11]2)=[CH:19][C:17]=1[OH:18]. Given the reactants C(O[CH:4](OCC)[CH2:5][NH2:6])C.O=[CH:11][C:12]1[CH:20]=[CH:19][C:17]([OH:18])=[C:14]([O:15][CH3:16])[CH:13]=1, predict the reaction product. (2) Given the reactants [CH3:1][N:2]1[CH2:7][CH2:6][CH:5]([C:8](O)=[O:9])[CH2:4][CH2:3]1.O1CCCC1, predict the reaction product. The product is: [CH3:1][N:2]1[CH2:7][CH2:6][CH:5]([CH2:8][OH:9])[CH2:4][CH2:3]1. (3) Given the reactants [Cl:1][C:2]1[CH:11]=[C:10]2[C:5]([CH2:6][CH2:7][CH2:8][NH:9]2)=[CH:4][CH:3]=1.[CH:12]([O:15][C:16]1[CH:24]=[CH:23][C:22]([S:25]([CH3:28])(=[O:27])=[O:26])=[CH:21][C:17]=1[C:18](O)=[O:19])([CH3:14])[CH3:13], predict the reaction product. The product is: [Cl:1][C:2]1[CH:11]=[C:10]2[C:5]([CH2:6][CH2:7][CH2:8][N:9]2[C:18]([C:17]2[CH:21]=[C:22]([S:25]([CH3:28])(=[O:27])=[O:26])[CH:23]=[CH:24][C:16]=2[O:15][CH:12]([CH3:14])[CH3:13])=[O:19])=[CH:4][CH:3]=1. (4) Given the reactants [NH2:1][C:2]1[O:3][CH2:4][C@@:5]2([N:22]=1)[C:18]1[CH:17]=[C:16]([OH:19])[CH:15]=[C:14]([F:20])[C:13]=1[O:12][C:11]1[C:6]2=[CH:7][C:8](Br)=[CH:9][CH:10]=1.[N:23]1[CH:28]=[C:27](B(O)O)[CH:26]=[N:25][CH:24]=1.CN(C=O)C.C(=O)([O-])[O-].[Na+].[Na+], predict the reaction product. The product is: [NH2:1][C:2]1[O:3][CH2:4][C@@:5]2([N:22]=1)[C:18]1[CH:17]=[C:16]([OH:19])[CH:15]=[C:14]([F:20])[C:13]=1[O:12][C:11]1[C:6]2=[CH:7][C:8]([C:27]2[CH:28]=[N:23][CH:24]=[N:25][CH:26]=2)=[CH:9][CH:10]=1. (5) Given the reactants [NH:1]1[CH:5]=[N:4][CH:3]=[N:2]1.[H-].[Na+].Br[CH2:9][C:10]([C:12]1[CH:17]=[CH:16][C:15]([O:18][C:19]2[CH:24]=[CH:23][C:22]([Cl:25])=[CH:21][CH:20]=2)=[CH:14][C:13]=1[C:26]([F:29])([F:28])[F:27])=[O:11].[Cl-].[NH4+], predict the reaction product. The product is: [Cl:25][C:22]1[CH:21]=[CH:20][C:19]([O:18][C:15]2[CH:16]=[CH:17][C:12]([C:10](=[O:11])[CH2:9][N:1]3[CH:5]=[N:4][CH:3]=[N:2]3)=[C:13]([C:26]([F:27])([F:28])[F:29])[CH:14]=2)=[CH:24][CH:23]=1. (6) Given the reactants C(OC1C(C)=CC(C2C(OC)=NC3C=CNC(=O)C=3C=2OC)=CC=1C)C1C=CC=CC=1.C([O:39][C:40]1[C:45]([CH3:46])=[CH:44][C:43]([C:47]2[CH:56]=[C:55]3[C:50]([C:51]([O:59][CH3:60])=[CH:52][C:53]([O:57][CH3:58])=[N:54]3)=[C:49]([NH2:61])[N:48]=2)=[CH:42][C:41]=1[CH3:62])C1C=CC=CC=1, predict the reaction product. The product is: [NH2:61][C:49]1[N:48]=[C:47]([C:43]2[CH:44]=[C:45]([CH3:46])[C:40]([OH:39])=[C:41]([CH3:62])[CH:42]=2)[CH:56]=[C:55]2[C:50]=1[C:51]([O:59][CH3:60])=[CH:52][C:53]([O:57][CH3:58])=[N:54]2. (7) The product is: [Cl:25][C:24]1[C:19]([N:16]2[CH2:15][CH2:14][N:13]([CH2:12][CH2:11][C@H:8]3[CH2:9][CH2:10][C@H:5]([NH:4][C:37]([NH2:38])=[O:36])[CH2:6][CH2:7]3)[CH2:18][CH2:17]2)=[N:20][C:21]([NH:27][CH3:28])=[N:22][C:23]=1[Cl:26]. Given the reactants Cl.Cl.Cl.[NH2:4][C@H:5]1[CH2:10][CH2:9][C@H:8]([CH2:11][CH2:12][N:13]2[CH2:18][CH2:17][N:16]([C:19]3[C:24]([Cl:25])=[C:23]([Cl:26])[N:22]=[C:21]([NH:27][CH3:28])[N:20]=3)[CH2:15][CH2:14]2)[CH2:7][CH2:6]1.C(N(CC)CC)C.[O-:36][C:37]#[N:38].[K+], predict the reaction product. (8) Given the reactants [F:1][C:2]([F:13])([F:12])[CH:3]([C:5]1[CH:10]=[CH:9][CH:8]=[CH:7][C:6]=1I)[OH:4].[CH3:14][C:15]1[CH:19]=[C:18]([CH3:20])[NH:17][N:16]=1.C([O-])([O-])=O.[K+].[K+].CN[C@@H]1CCCC[C@H]1NC, predict the reaction product. The product is: [CH3:14][C:15]1[CH:19]=[C:18]([CH3:20])[N:17]([C:6]2[CH:7]=[CH:8][CH:9]=[CH:10][C:5]=2[CH:3]([OH:4])[C:2]([F:13])([F:12])[F:1])[N:16]=1. (9) Given the reactants [C:1]1([C:7]2[C:8]3[CH:18]=[CH:17][CH:16]=[CH:15][C:9]=3[NH:10][C:11](=[O:14])[CH2:12][N:13]=2)[CH:6]=[CH:5][CH:4]=[CH:3][CH:2]=1.Br[CH2:20][CH2:21][O:22][C:23](=[O:25])[CH3:24], predict the reaction product. The product is: [O:14]=[C:11]1[N:10]([CH2:20][CH2:21][O:22][C:23](=[O:25])[CH3:24])[C:9]2[CH:15]=[CH:16][CH:17]=[CH:18][C:8]=2[C:7]([C:1]2[CH:2]=[CH:3][CH:4]=[CH:5][CH:6]=2)=[N:13][CH2:12]1. (10) Given the reactants [C:1](/[C:3](=[C:5]1/[C:6]2[CH:35]=[CH:34][C:33]([F:36])=[CH:32][C:7]=2[O:8][CH2:9][C:10]2[CH:15]=[C:14]([CH2:16][N:17]3[C:21]4[CH:22]=[CH:23][CH:24]=[C:25]([C:26]([OH:28])=O)[C:20]=4[N:19]=[C:18]3[CH2:29][CH2:30][CH3:31])[CH:13]=[CH:12][C:11]/1=2)/[CH3:4])#[N:2].C(N1C=CN=C1)([N:39]1C=CN=C1)=O.N.Cl, predict the reaction product. The product is: [C:1](/[C:3](=[C:5]1/[C:6]2[CH:35]=[CH:34][C:33]([F:36])=[CH:32][C:7]=2[O:8][CH2:9][C:12]2[CH:13]=[C:14]([CH2:16][N:17]3[C:21]4[CH:22]=[CH:23][CH:24]=[C:25]([C:26]([NH2:39])=[O:28])[C:20]=4[N:19]=[C:18]3[CH2:29][CH2:30][CH3:31])[CH:15]=[CH:10][C:11]/1=2)/[CH3:4])#[N:2].